From a dataset of Forward reaction prediction with 1.9M reactions from USPTO patents (1976-2016). Predict the product of the given reaction. (1) Given the reactants [CH2:1]([N:8]([CH2:32]C(OCC)=O)[C:9](=[O:31])[C@@H:10]([NH:23][C:24](OC(C)(C)C)=[O:25])[CH2:11][CH2:12][C:13]([O:15][CH2:16][C:17]1[CH:22]=[CH:21][CH:20]=[CH:19][CH:18]=1)=[O:14])[C:2]1[CH:7]=[CH:6][CH:5]=[CH:4][CH:3]=1.Cl.C([O-])([O-])=O.[Na+].[Na+], predict the reaction product. The product is: [CH2:1]([N:8]1[CH2:32][C:24](=[O:25])[NH:23][C@@H:10]([CH2:11][CH2:12][C:13]([O:15][CH2:16][C:17]2[CH:22]=[CH:21][CH:20]=[CH:19][CH:18]=2)=[O:14])[C:9]1=[O:31])[C:2]1[CH:7]=[CH:6][CH:5]=[CH:4][CH:3]=1. (2) Given the reactants C(OC([N:8]1[CH2:12][C@@H:11]([CH2:13][C@H:14]([O:18][C:19]2[CH:24]=[CH:23][C:22]([O:25][CH3:26])=[C:21]([O:27][CH2:28][CH2:29][CH2:30][O:31][CH3:32])[CH:20]=2)[CH:15]([CH3:17])[CH3:16])[C@H:10]([CH2:33][N:34]([CH:44]2[CH2:46][CH2:45]2)[C:35](=[O:43])[CH2:36][CH:37]2[CH2:42][CH2:41][O:40][CH2:39][CH2:38]2)[CH2:9]1)=O)(C)(C)C, predict the reaction product. The product is: [CH:44]1([N:34]([CH2:33][C@H:10]2[C@H:11]([CH2:13][C@H:14]([O:18][C:19]3[CH:24]=[CH:23][C:22]([O:25][CH3:26])=[C:21]([O:27][CH2:28][CH2:29][CH2:30][O:31][CH3:32])[CH:20]=3)[CH:15]([CH3:16])[CH3:17])[CH2:12][NH:8][CH2:9]2)[C:35](=[O:43])[CH2:36][CH:37]2[CH2:38][CH2:39][O:40][CH2:41][CH2:42]2)[CH2:46][CH2:45]1. (3) Given the reactants [CH2:1]([O:8][C:9](=[O:31])[C@@H:10]([NH:23]C(OC(C)(C)C)=O)[CH2:11][CH2:12][C:13]1[N:17]([CH3:18])[C:16]2[CH:19]=[CH:20][CH:21]=[CH:22][C:15]=2[N:14]=1)[C:2]1[CH:7]=[CH:6][CH:5]=[CH:4][CH:3]=1, predict the reaction product. The product is: [CH2:1]([O:8][C:9](=[O:31])[C@@H:10]([NH2:23])[CH2:11][CH2:12][C:13]1[N:17]([CH3:18])[C:16]2[CH:19]=[CH:20][CH:21]=[CH:22][C:15]=2[N:14]=1)[C:2]1[CH:3]=[CH:4][CH:5]=[CH:6][CH:7]=1. (4) Given the reactants F[C:2]1[N:7]=[C:6]([C:8]2[CH:9]=[N:10][CH:11]=[CH:12][CH:13]=2)[C:5]([O:14]C)=[CH:4][CH:3]=1.[CH3:16][S-:17].[Na+], predict the reaction product. The product is: [CH3:16][S:17][C:2]1[N:7]=[C:6]([C:8]2[CH:9]=[N:10][CH:11]=[CH:12][CH:13]=2)[C:5]([OH:14])=[CH:4][CH:3]=1.